From a dataset of Reaction yield outcomes from USPTO patents with 853,638 reactions. Predict the reaction yield, written as a fraction of the theoretical maximum amount of product (1.0 means a 100% yield; for example, 0.34 means a 34% yield). The reactants are [OH:1][C@@H:2]1[CH2:9][N:8]([C:10](=[O:25])[CH2:11][CH2:12][CH2:13][N:14]2[C:19](=[O:20])[C@H:18]([CH3:21])[NH:17][CH2:16][C@H:15]2[C:22]([NH2:24])=[O:23])[CH2:7][CH2:6][C:3]21[CH2:5][CH2:4]2.[Cl:26][C:27]1[CH:32]=[C:31]([N:33]=[C:34]=[O:35])[CH:30]=[CH:29][C:28]=1[C:36]([F:39])([F:38])[F:37]. No catalyst specified. The product is [Cl:26][C:27]1[CH:32]=[C:31]([NH:33][C:34]([N:17]2[C@@H:18]([CH3:21])[C:19](=[O:20])[N:14]([CH2:13][CH2:12][CH2:11][C:10]([N:8]3[CH2:7][CH2:6][C:3]4([CH2:4][CH2:5]4)[C@H:2]([OH:1])[CH2:9]3)=[O:25])[C@H:15]([C:22]([NH2:24])=[O:23])[CH2:16]2)=[O:35])[CH:30]=[CH:29][C:28]=1[C:36]([F:39])([F:38])[F:37]. The yield is 0.880.